From a dataset of Reaction yield outcomes from USPTO patents with 853,638 reactions. Predict the reaction yield, written as a fraction of the theoretical maximum amount of product (1.0 means a 100% yield; for example, 0.34 means a 34% yield). (1) The reactants are [CH:1]1[C:10]2[C:5](=[CH:6][CH:7]=[CH:8][CH:9]=2)[CH:4]=[CH:3][C:2]=1[C:11]1[CH2:15][CH2:14][C:13](=[O:16])[CH:12]=1.[Cl-].[Cl-].[Cl-].[Ce+3].[BH4-].[Na+]. The catalyst is C(O)C. The product is [CH:1]1[C:10]2[C:5](=[CH:6][CH:7]=[CH:8][CH:9]=2)[CH:4]=[CH:3][C:2]=1[C:11]1[CH2:15][CH2:14][CH:13]([OH:16])[CH:12]=1. The yield is 1.00. (2) The reactants are Br[C:2]1[C:7]([O:8][S:9]([C:12]([F:15])([F:14])[F:13])(=[O:11])=[O:10])=[CH:6][CH:5]=[CH:4][N:3]=1.[Cl-].C([O-])(O)=O.[Na+].[CH2:22]1[CH2:26]OC[CH2:23]1. The catalyst is C1C=CC([P]([Pd]([P](C2C=CC=CC=2)(C2C=CC=CC=2)C2C=CC=CC=2)([P](C2C=CC=CC=2)(C2C=CC=CC=2)C2C=CC=CC=2)[P](C2C=CC=CC=2)(C2C=CC=CC=2)C2C=CC=CC=2)(C2C=CC=CC=2)C2C=CC=CC=2)=CC=1. The product is [CH:23]1([C:2]2[C:7]([O:8][S:9]([C:12]([F:15])([F:14])[F:13])(=[O:11])=[O:10])=[CH:6][CH:5]=[CH:4][N:3]=2)[CH2:22][CH2:26]1. The yield is 0.570.